From a dataset of Full USPTO retrosynthesis dataset with 1.9M reactions from patents (1976-2016). Predict the reactants needed to synthesize the given product. Given the product [CH3:33][C:22]1[C:21]2[C:25](=[CH:26][C:18]([NH:10][C:2]3[N:1]=[C:5]4[CH:6]=[CH:7][CH:8]=[CH:9][N:4]4[N:3]=3)=[CH:19][CH:20]=2)[N:24]([CH:27]2[CH2:32][CH2:31][CH2:30][CH2:29][O:28]2)[N:23]=1, predict the reactants needed to synthesize it. The reactants are: [N:1]1[C:2]([NH2:10])=[N:3][N:4]2[CH:9]=[CH:8][CH:7]=[CH:6][C:5]=12.CC(C)([O-])C.[Na+].Br[C:18]1[CH:26]=[C:25]2[C:21]([C:22]([CH3:33])=[N:23][N:24]2[CH:27]2[CH2:32][CH2:31][CH2:30][CH2:29][O:28]2)=[CH:20][CH:19]=1.